Dataset: Peptide-MHC class II binding affinity with 134,281 pairs from IEDB. Task: Regression. Given a peptide amino acid sequence and an MHC pseudo amino acid sequence, predict their binding affinity value. This is MHC class II binding data. (1) The peptide sequence is FLGCLVKEIPPRLLY. The MHC is DRB1_1001 with pseudo-sequence DRB1_1001. The binding affinity (normalized) is 0.716. (2) The peptide sequence is WIQKETLVTFKNPHA. The MHC is DRB1_0802 with pseudo-sequence DRB1_0802. The binding affinity (normalized) is 0.839.